Dataset: Full USPTO retrosynthesis dataset with 1.9M reactions from patents (1976-2016). Task: Predict the reactants needed to synthesize the given product. (1) Given the product [CH2:14]([O:13][C:11]1[CH:12]=[C:7]([N:26]2[CH2:27][CH2:28][CH2:29][CH:25]2[CH3:24])[N:8]=[CH:9][N:10]=1)[C:15]#[C:16][CH3:17], predict the reactants needed to synthesize it. The reactants are: CN(C)C=O.Cl[C:7]1[CH:12]=[C:11]([O:13][CH2:14][C:15]#[C:16][CH3:17])[N:10]=[CH:9][N:8]=1.C(=O)([O-])[O-].[K+].[K+].[CH3:24][CH:25]1[CH2:29][CH2:28][CH2:27][NH:26]1. (2) Given the product [C:17]([O:1][C:2]1[CH:10]=[CH:9][C:5]([C:6]([OH:8])=[O:7])=[CH:4][CH:3]=1)(=[O:22])[C:18]([CH3:21])([CH3:20])[CH3:19], predict the reactants needed to synthesize it. The reactants are: [OH:1][C:2]1[CH:10]=[CH:9][C:5]([C:6]([OH:8])=[O:7])=[CH:4][CH:3]=1.N1C=CC=CC=1.[C:17](Cl)(=[O:22])[C:18]([CH3:21])([CH3:20])[CH3:19].Cl. (3) Given the product [NH2:8][C@@H:9]1[CH2:14][CH2:13][C@H:12]([CH2:15][NH:16][C:17]2[CH:22]=[C:21]([N:23]([CH3:25])[CH3:24])[C:20]([CH3:26])=[CH:19][N:18]=2)[CH2:11][CH2:10]1, predict the reactants needed to synthesize it. The reactants are: C([NH:8][C@@H:9]1[CH2:14][CH2:13][C@H:12]([CH2:15][NH:16][C:17]2[N+:18]([O-])=[CH:19][C:20]([CH3:26])=[C:21]([N:23]([CH3:25])[CH3:24])[CH:22]=2)[CH2:11][CH2:10]1)C1C=CC=CC=1.C1CCCCC=1. (4) Given the product [Cl:9][C:6]1[CH:7]=[CH:8][C:3]([CH2:2][CH:23]([C:20]2[CH:19]=[CH:18][C:17]([O:16][C:15]3[CH:25]=[CH:26][C:12]([Cl:11])=[CH:13][CH:14]=3)=[CH:22][N:21]=2)[OH:24])=[C:4]([F:10])[CH:5]=1, predict the reactants needed to synthesize it. The reactants are: Br[CH2:2][C:3]1[CH:8]=[CH:7][C:6]([Cl:9])=[CH:5][C:4]=1[F:10].[Cl:11][C:12]1[CH:26]=[CH:25][C:15]([O:16][C:17]2[CH:18]=[CH:19][C:20]([CH:23]=[O:24])=[N:21][CH:22]=2)=[CH:14][CH:13]=1.